Dataset: Forward reaction prediction with 1.9M reactions from USPTO patents (1976-2016). Task: Predict the product of the given reaction. Given the reactants [NH:1]1[C:5]2[CH:6]=[CH:7][CH:8]=[CH:9][C:4]=2[N:3]=[N:2]1.[OH-].[Na+].[Cl:12][CH2:13][CH2:14][CH2:15]Br, predict the reaction product. The product is: [Cl:12][CH2:13][CH2:14][CH2:15][N:1]1[C:5]2[CH:6]=[CH:7][CH:8]=[CH:9][C:4]=2[N:3]=[N:2]1.